Dataset: HIV replication inhibition screening data with 41,000+ compounds from the AIDS Antiviral Screen. Task: Binary Classification. Given a drug SMILES string, predict its activity (active/inactive) in a high-throughput screening assay against a specified biological target. The compound is S=c1sc2sc(=S)sc2s1. The result is 0 (inactive).